From a dataset of Forward reaction prediction with 1.9M reactions from USPTO patents (1976-2016). Predict the product of the given reaction. (1) Given the reactants [CH3:1][O:2][C:3]1[CH:4]=[C:5]([CH2:17][C:18]([O:20][CH2:21][CH3:22])=[O:19])[CH:6]=[CH:7][C:8]=1OS(C(F)(F)F)(=O)=O.[CH3:23][C:24]1[C:25](B(O)O)=[CH:26][S:27][CH:28]=1, predict the reaction product. The product is: [CH3:1][O:2][C:3]1[CH:4]=[C:5]([CH2:17][C:18]([O:20][CH2:21][CH3:22])=[O:19])[CH:6]=[CH:7][C:8]=1[C:25]1[C:24]([CH3:23])=[CH:28][S:27][CH:26]=1. (2) Given the reactants [CH3:1][C:2]1[CH:27]=[CH:26][C:5]([CH2:6][O:7][C:8]([N:10]2[CH2:15][CH2:14][CH:13]([C:16](=O)[NH:17][C:18]3[C:23]([CH3:24])=[CH:22][CH:21]=[CH:20][N:19]=3)[CH2:12][CH2:11]2)=[O:9])=[CH:4][CH:3]=1.B.C1COCC1, predict the reaction product. The product is: [CH3:1][C:2]1[CH:3]=[CH:4][C:5]([CH2:6][O:7][C:8]([N:10]2[CH2:15][CH2:14][CH:13]([CH2:16][NH:17][C:18]3[C:23]([CH3:24])=[CH:22][CH:21]=[CH:20][N:19]=3)[CH2:12][CH2:11]2)=[O:9])=[CH:26][CH:27]=1.